Dataset: Catalyst prediction with 721,799 reactions and 888 catalyst types from USPTO. Task: Predict which catalyst facilitates the given reaction. (1) Reactant: [F:1][C:2]1[C:3]([O:29][CH3:30])=[C:4]([C:9]2[C:17]3[C:12](=[N:13][CH:14]=[C:15]([C:18]4[CH:19]=[N:20][N:21]([CH:23]5[CH2:28][CH2:27][NH:26][CH2:25][CH2:24]5)[CH:22]=4)[CH:16]=3)[NH:11][CH:10]=2)[CH:5]=[C:6]([F:8])[CH:7]=1.C(=O)([O-])[O-].[K+].[K+].Br[CH2:38][CH2:39][OH:40]. Product: [F:1][C:2]1[C:3]([O:29][CH3:30])=[C:4]([C:9]2[C:17]3[C:12](=[N:13][CH:14]=[C:15]([C:18]4[CH:19]=[N:20][N:21]([CH:23]5[CH2:24][CH2:25][N:26]([CH2:38][CH2:39][OH:40])[CH2:27][CH2:28]5)[CH:22]=4)[CH:16]=3)[NH:11][CH:10]=2)[CH:5]=[C:6]([F:8])[CH:7]=1. The catalyst class is: 21. (2) Reactant: O1CCOCC1.Cl.C(OC(=O)[NH:14][C@@H:15]([CH3:32])[C:16]([N:18]1[CH2:23][CH2:22][CH:21]([O:24][C:25]2[CH:30]=[CH:29][C:28]([Cl:31])=[CH:27][CH:26]=2)[CH2:20][CH2:19]1)=[O:17])(C)(C)C. Product: [ClH:31].[Cl:31][C:28]1[CH:29]=[CH:30][C:25]([O:24][CH:21]2[CH2:22][CH2:23][N:18]([C:16](=[O:17])[C@@H:15]([NH2:14])[CH3:32])[CH2:19][CH2:20]2)=[CH:26][CH:27]=1. The catalyst class is: 12. (3) Reactant: [OH:1][N:2]=[C:3]([C:5]1[CH:9]=[C:8]([N+:10]([O-:12])=[O:11])[N:7]([CH3:13])[N:6]=1)[NH2:4].[CH3:14]OC(OC)OC.FC(F)(F)C(O)=O. Product: [CH3:13][N:7]1[C:8]([N+:10]([O-:12])=[O:11])=[CH:9][C:5]([C:3]2[N:4]=[CH:14][O:1][N:2]=2)=[N:6]1. The catalyst class is: 5. (4) Reactant: [NH2:1][C:2]1[CH:3]=[C:4]([CH:8]([OH:12])[CH2:9][C:10]#[N:11])[CH:5]=[CH:6][CH:7]=1.[C:13]1([CH2:19][CH:20]=O)[CH:18]=[CH:17][CH:16]=[CH:15][CH:14]=1.[BH4-].[Na+]. Product: [OH:12][CH:8]([C:4]1[CH:5]=[CH:6][CH:7]=[C:2]([NH:1][CH2:20][CH2:19][C:13]2[CH:18]=[CH:17][CH:16]=[CH:15][CH:14]=2)[CH:3]=1)[CH2:9][C:10]#[N:11]. The catalyst class is: 5. (5) Reactant: [C:1]([O:5][C:6]([N:8]1[CH2:13][CH2:12][CH:11]([CH2:14][CH2:15][CH2:16][C:17]([OH:19])=O)[CH2:10][CH2:9]1)=[O:7])([CH3:4])([CH3:3])[CH3:2].[Cl:20][C:21]1[CH:22]=[C:23]([CH:25]=[CH:26][C:27]=1[Cl:28])[NH2:24].ON1C2N=CC=CC=2N=N1.C(=O)([O-])O.[Na+]. Product: [C:1]([O:5][C:6]([N:8]1[CH2:9][CH2:10][CH:11]([CH2:14][CH2:15][CH2:16][C:17](=[O:19])[NH:24][C:23]2[CH:25]=[CH:26][C:27]([Cl:28])=[C:21]([Cl:20])[CH:22]=2)[CH2:12][CH2:13]1)=[O:7])([CH3:2])([CH3:3])[CH3:4]. The catalyst class is: 4. (6) Product: [CH3:26][C:16]1[CH:21]=[CH:20][C:19]([S:22]([O:8][CH2:7][CH:5]2[CH2:4][CH2:3][C@@H:2]([CH3:1])[O:6]2)(=[O:24])=[O:23])=[CH:18][CH:17]=1. Reactant: [CH3:1][C@H:2]1[O:6][CH:5]([CH2:7][OH:8])[CH2:4][CH2:3]1.C(N(CC)CC)C.[C:16]1([CH3:26])[CH:21]=[CH:20][C:19]([S:22](Cl)(=[O:24])=[O:23])=[CH:18][CH:17]=1. The catalyst class is: 4. (7) Reactant: [CH3:1][O:2][C:3]1[CH:8]=[CH:7][C:6]([SH:9])=[CH:5][CH:4]=1.[C:10](=[O:13])([O-])[O-].[K+].[K+].C(Cl)(Cl)=O.[C:20]([C:24]1[CH:28]=[C:27]([NH2:29])[O:26][N:25]=1)([CH3:23])([CH3:22])[CH3:21]. Product: [CH3:1][O:2][C:3]1[CH:8]=[CH:7][C:6]([S:9][C:10](=[O:13])[NH:29][C:27]2[O:26][N:25]=[C:24]([C:20]([CH3:23])([CH3:22])[CH3:21])[CH:28]=2)=[CH:5][CH:4]=1. The catalyst class is: 1. (8) Reactant: Cl[C:2]1[N:7]2[N:8]=[CH:9][N:10]=[C:6]2[C:5]([NH:11][C:12]2[CH:17]=[CH:16][C:15]([N:18]3[CH2:23][CH2:22][N:21]([CH2:24][CH3:25])[CH2:20][CH2:19]3)=[CH:14][CH:13]=2)=[CH:4][CH:3]=1.C(=O)([O-])[O-].[K+].[K+].[CH3:32][O:33][C:34]1[CH:39]=[C:38](B(O)O)[CH:37]=[CH:36][N:35]=1.O1CCOCC1. Product: [CH2:24]([N:21]1[CH2:22][CH2:23][N:18]([C:15]2[CH:16]=[CH:17][C:12]([NH:11][C:5]3[C:6]4[N:7]([N:8]=[CH:9][N:10]=4)[C:2]([C:38]4[CH:37]=[CH:36][N:35]=[C:34]([O:33][CH3:32])[CH:39]=4)=[CH:3][CH:4]=3)=[CH:13][CH:14]=2)[CH2:19][CH2:20]1)[CH3:25]. The catalyst class is: 6. (9) Reactant: [CH3:1][C@@H:2]1[N:7]([C:8]2[C:9]3[CH2:24][CH2:23][N:22]([C:25]4[CH:30]=[CH:29][N:28]=[CH:27][N:26]=4)[CH2:21][C:10]=3[N:11]=[C:12]([C:14]3[CH:20]=[CH:19][C:17]([NH2:18])=[CH:16][CH:15]=3)[N:13]=2)[CH2:6][CH2:5][O:4][CH2:3]1.O1CCOCC1.C(N(CC)CC)C.[C:44](Cl)(Cl)=[O:45].[CH2:48]([CH2:50][NH2:51])[OH:49]. Product: [OH:49][CH2:48][CH2:50][NH:51][C:44]([NH:18][C:17]1[CH:16]=[CH:15][C:14]([C:12]2[N:13]=[C:8]([N:7]3[CH2:6][CH2:5][O:4][CH2:3][C@@H:2]3[CH3:1])[C:9]3[CH2:24][CH2:23][N:22]([C:25]4[CH:30]=[CH:29][N:28]=[CH:27][N:26]=4)[CH2:21][C:10]=3[N:11]=2)=[CH:20][CH:19]=1)=[O:45]. The catalyst class is: 11.